This data is from CYP2D6 substrate classification data from Carbon-Mangels et al.. The task is: Regression/Classification. Given a drug SMILES string, predict its absorption, distribution, metabolism, or excretion properties. Task type varies by dataset: regression for continuous measurements (e.g., permeability, clearance, half-life) or binary classification for categorical outcomes (e.g., BBB penetration, CYP inhibition). Dataset: cyp2d6_substrate_carbonmangels. The molecule is COC(=O)N[C@H](C(=O)N[C@@H](Cc1ccccc1)[C@H](O)CN(Cc1ccc(-c2ccccn2)cc1)NC(=O)[C@H](NC(=O)OC)C(C)(C)C)C(C)(C)C. The result is 0 (non-substrate).